This data is from Forward reaction prediction with 1.9M reactions from USPTO patents (1976-2016). The task is: Predict the product of the given reaction. Given the reactants Br[C:2]1[CH:3]=[N:4][CH:5]=[C:6]([C@@H:8]2[CH2:12][CH2:11][CH2:10][N:9]2[C@@H:13]([C:15]2[CH:20]=[CH:19][C:18]([O:21][CH3:22])=[CH:17][CH:16]=2)[CH3:14])[CH:7]=1.[B:23]1([B:23]2[O:27][C:26]([CH3:29])([CH3:28])[C:25]([CH3:31])([CH3:30])[O:24]2)[O:27][C:26]([CH3:29])([CH3:28])[C:25]([CH3:31])([CH3:30])[O:24]1.C([O-])(=O)C.[K+], predict the reaction product. The product is: [CH3:22][O:21][C:18]1[CH:19]=[CH:20][C:15]([C@H:13]([N:9]2[CH2:10][CH2:11][CH2:12][C@H:8]2[C:6]2[CH:5]=[N:4][CH:3]=[C:2]([B:23]3[O:27][C:26]([CH3:29])([CH3:28])[C:25]([CH3:31])([CH3:30])[O:24]3)[CH:7]=2)[CH3:14])=[CH:16][CH:17]=1.